This data is from Reaction yield outcomes from USPTO patents with 853,638 reactions. The task is: Predict the reaction yield, written as a fraction of the theoretical maximum amount of product (1.0 means a 100% yield; for example, 0.34 means a 34% yield). (1) The reactants are [N:1]1([CH2:10][C:11]2[CH:18]=[CH:17][C:14]([C:15]#[N:16])=[CH:13][CH:12]=2)[C:5]2[CH:6]=[CH:7][CH:8]=[CH:9][C:4]=2[N:3]=[CH:2]1.C(N(CC)CC)C.[SH2:26]. The catalyst is N1C=CC=CC=1.O. The product is [N:1]1([CH2:10][C:11]2[CH:18]=[CH:17][C:14]([C:15](=[S:26])[NH2:16])=[CH:13][CH:12]=2)[C:5]2[CH:6]=[CH:7][CH:8]=[CH:9][C:4]=2[N:3]=[CH:2]1. The yield is 0.870. (2) The reactants are [C:1]([O:5][C:6]([NH:8][CH:9]1[CH2:14][CH2:13][CH2:12][CH:11]([C:15]([OH:17])=O)[CH2:10]1)=[O:7])([CH3:4])([CH3:3])[CH3:2].C(N(CC)CC)C.F[P-](F)(F)(F)(F)F.N1(O[P+](N2CCCC2)(N2CCCC2)N2CCCC2)C2C=CC=CC=2N=N1.Cl.[CH3:59][NH:60][O:61][CH3:62]. The catalyst is C(Cl)Cl. The product is [CH3:62][O:61][N:60]([CH3:59])[C:15]([CH:11]1[CH2:12][CH2:13][CH2:14][CH:9]([NH:8][C:6](=[O:7])[O:5][C:1]([CH3:2])([CH3:3])[CH3:4])[CH2:10]1)=[O:17]. The yield is 0.920. (3) The yield is 0.580. The product is [CH3:14][CH:15]([CH3:19])[CH2:16][CH2:17][NH:18][C:11]([C:8]1[CH:7]=[CH:6][C:5]([C:3]([OH:2])=[O:4])=[CH:10][N:9]=1)=[O:13]. No catalyst specified. The reactants are C[O:2][C:3]([C:5]1[CH:6]=[CH:7][C:8]([C:11]([OH:13])=O)=[N:9][CH:10]=1)=[O:4].[CH3:14][CH:15]([CH3:19])[CH2:16][CH2:17][NH2:18]. (4) The reactants are Br[C:2]1[CH:3]=[C:4]([N+:10]([O-:12])=[O:11])[C:5]([C:8]#[N:9])=[N:6][CH:7]=1.[Br-].[CH3:14][C:15]1[C:16]([Zn+])=[N:17][CH:18]=[CH:19][CH:20]=1. The catalyst is C1COCC1.C1C=CC([P]([Pd]([P](C2C=CC=CC=2)(C2C=CC=CC=2)C2C=CC=CC=2)([P](C2C=CC=CC=2)(C2C=CC=CC=2)C2C=CC=CC=2)[P](C2C=CC=CC=2)(C2C=CC=CC=2)C2C=CC=CC=2)(C2C=CC=CC=2)C2C=CC=CC=2)=CC=1. The product is [CH3:14][C:15]1[C:16]([C:2]2[CH:3]=[C:4]([N+:10]([O-:12])=[O:11])[C:5]([C:8]#[N:9])=[N:6][CH:7]=2)=[N:17][CH:18]=[CH:19][CH:20]=1. The yield is 0.880.